From a dataset of Catalyst prediction with 721,799 reactions and 888 catalyst types from USPTO. Predict which catalyst facilitates the given reaction. Reactant: [CH3:1][C:2]([CH3:23])([CH3:22])[C:3](=[O:21])[CH2:4][N:5]1[CH2:12][CH:11]2[O:13][CH:7]([CH2:8][N:9](C(OC(C)(C)C)=O)[CH2:10]2)[CH2:6]1.Cl.C(#N)C.C([O-])([O-])=O.[K+].[K+]. Product: [CH3:1][C:2]([CH3:23])([CH3:22])[C:3](=[O:21])[CH2:4][N:5]1[CH2:12][CH:11]2[O:13][CH:7]([CH2:8][NH:9][CH2:10]2)[CH2:6]1. The catalyst class is: 13.